This data is from Forward reaction prediction with 1.9M reactions from USPTO patents (1976-2016). The task is: Predict the product of the given reaction. The product is: [Cl:20][C:21]1[CH:26]=[CH:25][C:24]([C:2]2[CH:3]=[C:4]([C:18]#[N:19])[S:5][C:6]=2[C:7]2[C:16]3[C:11](=[CH:12][CH:13]=[CH:14][CH:15]=3)[C:10]([CH3:17])=[CH:9][CH:8]=2)=[C:23]([CH3:30])[CH:22]=1. Given the reactants Br[C:2]1[CH:3]=[C:4]([C:18]#[N:19])[S:5][C:6]=1[C:7]1[C:16]2[C:11](=[CH:12][CH:13]=[CH:14][CH:15]=2)[C:10]([CH3:17])=[CH:9][CH:8]=1.[Cl:20][C:21]1[CH:26]=[CH:25][C:24](B(O)O)=[C:23]([CH3:30])[CH:22]=1.[F-].[K+], predict the reaction product.